Dataset: NCI-60 drug combinations with 297,098 pairs across 59 cell lines. Task: Regression. Given two drug SMILES strings and cell line genomic features, predict the synergy score measuring deviation from expected non-interaction effect. (1) Drug 1: CS(=O)(=O)CCNCC1=CC=C(O1)C2=CC3=C(C=C2)N=CN=C3NC4=CC(=C(C=C4)OCC5=CC(=CC=C5)F)Cl. Drug 2: CC1CCCC2(C(O2)CC(NC(=O)CC(C(C(=O)C(C1O)C)(C)C)O)C(=CC3=CSC(=N3)C)C)C. Cell line: K-562. Synergy scores: CSS=48.2, Synergy_ZIP=-0.713, Synergy_Bliss=0.985, Synergy_Loewe=-0.589, Synergy_HSA=1.67. (2) Cell line: NCI/ADR-RES. Drug 1: CC1=C(C=C(C=C1)NC(=O)C2=CC=C(C=C2)CN3CCN(CC3)C)NC4=NC=CC(=N4)C5=CN=CC=C5. Synergy scores: CSS=2.42, Synergy_ZIP=-1.25, Synergy_Bliss=-0.858, Synergy_Loewe=-4.15, Synergy_HSA=-3.02. Drug 2: CC=C1C(=O)NC(C(=O)OC2CC(=O)NC(C(=O)NC(CSSCCC=C2)C(=O)N1)C(C)C)C(C)C. (3) Drug 1: C1=C(C(=O)NC(=O)N1)N(CCCl)CCCl. Drug 2: C1=NC(=NC(=O)N1C2C(C(C(O2)CO)O)O)N. Cell line: NCI-H322M. Synergy scores: CSS=4.04, Synergy_ZIP=-2.53, Synergy_Bliss=-1.26, Synergy_Loewe=-7.86, Synergy_HSA=-2.90. (4) Drug 1: C1CN1C2=NC(=NC(=N2)N3CC3)N4CC4. Drug 2: CC(C)CN1C=NC2=C1C3=CC=CC=C3N=C2N. Cell line: U251. Synergy scores: CSS=46.0, Synergy_ZIP=-3.58, Synergy_Bliss=-8.36, Synergy_Loewe=-7.94, Synergy_HSA=-6.68. (5) Synergy scores: CSS=10.4, Synergy_ZIP=-4.22, Synergy_Bliss=-3.51, Synergy_Loewe=-8.47, Synergy_HSA=-2.55. Cell line: 786-0. Drug 1: CS(=O)(=O)OCCCCOS(=O)(=O)C. Drug 2: C1CN(P(=O)(OC1)NCCCl)CCCl. (6) Drug 1: CN(CCCl)CCCl.Cl. Drug 2: C(CC(=O)O)C(=O)CN.Cl. Cell line: TK-10. Synergy scores: CSS=11.2, Synergy_ZIP=-7.20, Synergy_Bliss=-0.611, Synergy_Loewe=-1.67, Synergy_HSA=0.195. (7) Drug 1: C(=O)(N)NO. Drug 2: C1=NC2=C(N1)C(=S)N=CN2. Cell line: MALME-3M. Synergy scores: CSS=16.4, Synergy_ZIP=-8.67, Synergy_Bliss=-4.60, Synergy_Loewe=-18.9, Synergy_HSA=-3.56. (8) Drug 1: CN1C2=C(C=C(C=C2)N(CCCl)CCCl)N=C1CCCC(=O)O.Cl. Drug 2: CS(=O)(=O)OCCCCOS(=O)(=O)C. Cell line: NCI-H226. Synergy scores: CSS=-3.15, Synergy_ZIP=1.60, Synergy_Bliss=1.26, Synergy_Loewe=-2.14, Synergy_HSA=-1.67. (9) Synergy scores: CSS=-3.95, Synergy_ZIP=2.75, Synergy_Bliss=-0.467, Synergy_Loewe=-1.48, Synergy_HSA=-5.78. Drug 1: C1=CC(=CC=C1C#N)C(C2=CC=C(C=C2)C#N)N3C=NC=N3. Cell line: ACHN. Drug 2: C(CN)CNCCSP(=O)(O)O.